This data is from Catalyst prediction with 721,799 reactions and 888 catalyst types from USPTO. The task is: Predict which catalyst facilitates the given reaction. (1) Reactant: C([O:3][C:4](=[O:26])[C:5]1[CH:10]=[CH:9][C:8]([N:11]([CH3:25])[C:12]2[CH:21]=[CH:20][C:19]3[C:18]([CH3:22])=[CH:17][CH2:16][C:15]([CH3:24])([CH3:23])[C:14]=3[CH:13]=2)=[CH:7][CH:6]=1)C.[OH-].[K+]. Product: [CH3:25][N:11]([C:12]1[CH:21]=[CH:20][C:19]2[C:18]([CH3:22])=[CH:17][CH2:16][C:15]([CH3:24])([CH3:23])[C:14]=2[CH:13]=1)[C:8]1[CH:7]=[CH:6][C:5]([C:4]([OH:26])=[O:3])=[CH:10][CH:9]=1. The catalyst class is: 8. (2) Reactant: [CH3:1][S:2]([C:5]1[CH:10]=[CH:9][C:8]([NH:11][C:12]2[C:17]([N+:18]([O-:20])=[O:19])=[C:16]([O:21][CH:22]3[CH2:27][CH2:26][NH:25][CH2:24][CH2:23]3)[N:15]=[CH:14][N:13]=2)=[CH:7][CH:6]=1)(=[O:4])=[O:3].C(N(CC)CC)C.[C:35](Cl)(=[O:42])[C:36]1[CH:41]=[CH:40][CH:39]=[N:38][CH:37]=1. Product: [CH3:1][S:2]([C:5]1[CH:10]=[CH:9][C:8]([NH:11][C:12]2[N:13]=[CH:14][N:15]=[C:16]([O:21][CH:22]3[CH2:27][CH2:26][N:25]([C:35]([C:36]4[CH:37]=[N:38][CH:39]=[CH:40][CH:41]=4)=[O:42])[CH2:24][CH2:23]3)[C:17]=2[N+:18]([O-:20])=[O:19])=[CH:7][CH:6]=1)(=[O:4])=[O:3]. The catalyst class is: 3. (3) Reactant: C[O:2][C:3]([C:5]1[CH:9]=[C:8]([C:10]2[CH:11]=[N:12][C:13]([CH3:16])=[CH:14][CH:15]=2)[N:7]([C:17]2[N:18]=[N:19][C:20](Cl)=[CH:21][CH:22]=2)[N:6]=1)=[O:4].[CH3:24][O-:25].[Na+].O.Cl. Product: [CH3:24][O:25][C:20]1[N:19]=[N:18][C:17]([N:7]2[C:8]([C:10]3[CH:11]=[N:12][C:13]([CH3:16])=[CH:14][CH:15]=3)=[CH:9][C:5]([C:3]([OH:2])=[O:4])=[N:6]2)=[CH:22][CH:21]=1. The catalyst class is: 5. (4) Reactant: [C:1]([CH:5]1[CH2:10][CH2:9][C:8](N2CCCC2)=[CH:7][CH2:6]1)([CH3:4])([CH3:3])[CH3:2].Br[CH2:17][C:18]([C:20]1[CH:25]=[CH:24][CH:23]=[CH:22][CH:21]=1)=[O:19].[OH2:26]. Product: [C:1]([CH:5]1[CH2:6][CH2:7][C:8](=[O:26])[CH:9]([CH2:17][C:18](=[O:19])[C:20]2[CH:25]=[CH:24][CH:23]=[CH:22][CH:21]=2)[CH2:10]1)([CH3:2])([CH3:3])[CH3:4]. The catalyst class is: 3. (5) Reactant: [Si:1]([O:8][CH:9]1[CH2:14][NH:13][C:12](=[O:15])[CH:11]([NH:16][C:17](=[O:23])[O:18][C:19]([CH3:22])([CH3:21])[CH3:20])[CH2:10]1)([C:4]([CH3:7])([CH3:6])[CH3:5])([CH3:3])[CH3:2].C[Si]([N-][Si](C)(C)C)(C)C.[Li+].[CH2:34](Br)[C:35]1[CH:40]=[CH:39][CH:38]=[CH:37][CH:36]=1. Product: [CH2:34]([N:13]1[CH2:14][CH:9]([O:8][Si:1]([C:4]([CH3:7])([CH3:6])[CH3:5])([CH3:3])[CH3:2])[CH2:10][CH:11]([NH:16][C:17](=[O:23])[O:18][C:19]([CH3:22])([CH3:21])[CH3:20])[C:12]1=[O:15])[C:35]1[CH:40]=[CH:39][CH:38]=[CH:37][CH:36]=1. The catalyst class is: 1. (6) Reactant: [CH3:1][C:2]([C:4]1[CH:9]=[CH:8][CH:7]=[C:6](Br)[CH:5]=1)=[O:3].CC(C)([O-])C.[Na+].[C:17]1([CH2:23][N:24]2[CH2:29][CH2:28][NH:27][CH2:26][CH2:25]2)[CH:22]=[CH:21][CH:20]=[CH:19][CH:18]=1. Product: [C:17]1([CH2:23][N:24]2[CH2:25][CH2:26][N:27]([C:6]3[CH:5]=[C:4]([C:2](=[O:3])[CH3:1])[CH:9]=[CH:8][CH:7]=3)[CH2:28][CH2:29]2)[CH:18]=[CH:19][CH:20]=[CH:21][CH:22]=1. The catalyst class is: 164.